From a dataset of Catalyst prediction with 721,799 reactions and 888 catalyst types from USPTO. Predict which catalyst facilitates the given reaction. Reactant: [Br:1][C:2]1[CH:3]=[C:4](C(N=[N+]=[N-])=O)[CH:5]=[N:6][CH:7]=1.[N-:13]=[C:14]=[O:15].[CH3:16][O:17][C:18]1[CH:19]=[C:20]2[C:24](=[CH:25][C:26]=1[C:27]([F:30])([F:29])[F:28])[NH:23][CH2:22][CH2:21]2. Product: [Br:1][C:2]1[CH:3]=[C:4]([NH:13][C:14]([N:23]2[C:24]3[C:20](=[CH:19][C:18]([O:17][CH3:16])=[C:26]([C:27]([F:29])([F:30])[F:28])[CH:25]=3)[CH2:21][CH2:22]2)=[O:15])[CH:5]=[N:6][CH:7]=1. The catalyst class is: 451.